This data is from Full USPTO retrosynthesis dataset with 1.9M reactions from patents (1976-2016). The task is: Predict the reactants needed to synthesize the given product. Given the product [NH:1]1[C:9]2[C:4](=[CH:5][C:6](/[C:10](/[C:20]3[CH:21]=[CH:22][C:23](/[CH:26]=[CH:27]/[C:28]([OH:30])=[O:29])=[CH:24][CH:25]=3)=[C:11](/[C:14]3[CH:19]=[CH:18][CH:17]=[CH:16][CH:15]=3)\[CH2:12][CH3:13])=[CH:7][CH:8]=2)[CH:3]=[N:2]1, predict the reactants needed to synthesize it. The reactants are: [NH:1]1[C:9]2[C:4](=[CH:5][C:6](/[C:10](/[C:20]3[CH:25]=[CH:24][C:23](/[CH:26]=[CH:27]/[C:28]([O:30]CC)=[O:29])=[CH:22][CH:21]=3)=[C:11](/[C:14]3[CH:19]=[CH:18][CH:17]=[CH:16][CH:15]=3)\[CH2:12][CH3:13])=[CH:7][CH:8]=2)[CH:3]=[N:2]1.[Li+].[OH-].Cl.